Dataset: Full USPTO retrosynthesis dataset with 1.9M reactions from patents (1976-2016). Task: Predict the reactants needed to synthesize the given product. Given the product [CH3:17][C:12]1[C:11]([C:9]2[CH:10]=[C:5]3[N:4]([CH:18]([C:20]4[CH:25]=[CH:24][CH:23]=[CH:22][CH:21]=4)[CH3:19])[CH:3]=[C:2]([C:36]4[N:32]([CH:27]5[CH2:28][CH2:29][CH2:30][CH2:31][O:26]5)[N:33]=[C:34]([C:40]([F:43])([F:41])[F:42])[CH:35]=4)[C:6]3=[N:7][CH:8]=2)=[C:15]([CH3:16])[O:14][N:13]=1, predict the reactants needed to synthesize it. The reactants are: I[C:2]1[C:6]2=[N:7][CH:8]=[C:9]([C:11]3[C:12]([CH3:17])=[N:13][O:14][C:15]=3[CH3:16])[CH:10]=[C:5]2[N:4]([CH:18]([C:20]2[CH:25]=[CH:24][CH:23]=[CH:22][CH:21]=2)[CH3:19])[CH:3]=1.[O:26]1[CH2:31][CH2:30][CH2:29][CH2:28][CH:27]1[N:32]1[C:36](B(O)O)=[CH:35][C:34]([C:40]([F:43])([F:42])[F:41])=[N:33]1.C(=O)([O-])[O-].[K+].[K+].